The task is: Predict the product of the given reaction.. This data is from Forward reaction prediction with 1.9M reactions from USPTO patents (1976-2016). (1) Given the reactants C([O:6][C@@H:7]([C:9]1[N:14]=[C:13]([N:15]2[CH2:20][CH2:19][C:18]3([CH2:29][C:28](=[O:30])[C:27]4[C:22](=[CH:23][CH:24]=[C:25]([Cl:31])[CH:26]=4)[O:21]3)[CH2:17][CH2:16]2)[CH:12]=[CH:11][N:10]=1)[CH3:8])(=O)CCC.O.[OH-].[Li+], predict the reaction product. The product is: [Cl:31][C:25]1[CH:26]=[C:27]2[C:22](=[CH:23][CH:24]=1)[O:21][C:18]1([CH2:19][CH2:20][N:15]([C:13]3[CH:12]=[CH:11][N:10]=[C:9]([C@H:7]([OH:6])[CH3:8])[N:14]=3)[CH2:16][CH2:17]1)[CH2:29][C:28]2=[O:30]. (2) Given the reactants Cl[C:2]1[N:11]=[CH:10][C:9]([F:12])=[CH:8][C:3]=1[C:4]([O:6][CH3:7])=[O:5].[CH3:13]B(O)O.C(=O)([O-])[O-].[K+].[K+], predict the reaction product. The product is: [F:12][C:9]1[CH:10]=[N:11][C:2]([CH3:13])=[C:3]([CH:8]=1)[C:4]([O:6][CH3:7])=[O:5]. (3) The product is: [Cl:2][C:3]1[C:4]([F:29])=[C:5]([CH:26]=[CH:27][CH:28]=1)[NH:6][C:7]1[C:16]2[C:11](=[CH:12][C:13]([O:24][CH3:25])=[C:14]([O:17][CH2:18][C@@H:19]3[CH2:23][CH2:22][CH2:21][N:20]3[C:41](=[O:42])[CH2:40][Cl:39])[CH:15]=2)[N:10]=[CH:9][N:8]=1. Given the reactants Cl.[Cl:2][C:3]1[C:4]([F:29])=[C:5]([CH:26]=[CH:27][CH:28]=1)[NH:6][C:7]1[C:16]2[C:11](=[CH:12][C:13]([O:24][CH3:25])=[C:14]([O:17][CH2:18][C@@H:19]3[CH2:23][CH2:22][CH2:21][NH:20]3)[CH:15]=2)[N:10]=[CH:9][N:8]=1.C(N(C(C)C)CC)(C)C.[Cl:39][CH2:40][C:41](Cl)=[O:42], predict the reaction product. (4) Given the reactants [CH3:1][O:2][C:3]1[C:4]2[N:5]([N:10]=[C:11]([C:13](=[O:22])[CH2:14][C:15]([O:17][C:18](C)(C)[CH3:19])=[O:16])[CH:12]=2)[CH:6]=[C:7]([CH3:9])[N:8]=1, predict the reaction product. The product is: [CH3:1][O:2][C:3]1[C:4]2[N:5]([N:10]=[C:11]([C:13](=[O:22])[CH2:14][C:15]([O:17][CH2:18][CH3:19])=[O:16])[CH:12]=2)[CH:6]=[C:7]([CH3:9])[N:8]=1. (5) Given the reactants [CH3:1][CH:2]([CH3:6])[CH2:3][CH:4]=O.[Br:7][C:8]1[CH:13]=[CH:12][C:11]([NH:14]N)=[CH:10][CH:9]=1, predict the reaction product. The product is: [Br:7][C:8]1[CH:13]=[C:12]2[C:11](=[CH:10][CH:9]=1)[NH:14][CH:4]=[C:3]2[CH:2]([CH3:6])[CH3:1].